From a dataset of Reaction yield outcomes from USPTO patents with 853,638 reactions. Predict the reaction yield, written as a fraction of the theoretical maximum amount of product (1.0 means a 100% yield; for example, 0.34 means a 34% yield). (1) The product is [CH:2]1([CH2:5][O:6][C:7]2[CH:8]=[C:9]([CH:12]=[CH:13][CH:14]=2)[CH2:10][NH:11][C:21]2[CH:22]=[N:23][CH:24]=[CH:16][C:17]=2[C:18]([OH:20])=[O:19])[CH2:4][CH2:3]1. The reactants are Cl.[CH:2]1([CH2:5][O:6][C:7]2[CH:8]=[C:9]([CH:12]=[CH:13][CH:14]=2)[CH2:10][NH2:11])[CH2:4][CH2:3]1.F[C:16]1[CH:24]=[N:23][CH:22]=[CH:21][C:17]=1[C:18]([OH:20])=[O:19]. No catalyst specified. The yield is 0.0700. (2) The reactants are CN(C(ON1N=NC2C=CC=NC1=2)=[N+](C)C)C.F[P-](F)(F)(F)(F)F.[F:25][C:26]1[CH:27]=[C:28]([NH:37][C:38]([C@@H:40]2[NH:49][CH2:48][CH2:47][C:46]3[N:45]=[C:44]([O:50][CH3:51])[CH:43]=[CH:42][C:41]2=3)=[O:39])[CH:29]=[C:30]([F:36])[C:31]=1[Si:32]([CH3:35])([CH3:34])[CH3:33].CCN(C(C)C)C(C)C.[C@H:61]1([C:68](O)=[O:69])[CH2:64][C@@H:63]([C:65]([OH:67])=[O:66])[CH2:62]1.C(=O)([O-])O.[Na+]. The catalyst is CN(C=O)C.O.C(#N)C. The product is [F:36][C:30]1[CH:29]=[C:28]([NH:37][C:38]([C@@H:40]2[N:49]([C:68]([C@@H:61]3[CH2:64][C@H:63]([C:65]([OH:67])=[O:66])[CH2:62]3)=[O:69])[CH2:48][CH2:47][C:46]3[N:45]=[C:44]([O:50][CH3:51])[CH:43]=[CH:42][C:41]2=3)=[O:39])[CH:27]=[C:26]([F:25])[C:31]=1[Si:32]([CH3:35])([CH3:34])[CH3:33]. The yield is 0.385. (3) The reactants are [CH3:1][O:2][CH2:3][CH:4]([NH2:7])[CH2:5][CH3:6].C([O-])([O-])=O.[K+].[K+].[C:14](Cl)([O:16][CH2:17][C:18]1[CH:23]=[CH:22][CH:21]=[CH:20][CH:19]=1)=[O:15]. The catalyst is O1CCOCC1. The product is [CH2:17]([O:16][C:14](=[O:15])[NH:7][CH:4]([CH2:3][O:2][CH3:1])[CH2:5][CH3:6])[C:18]1[CH:23]=[CH:22][CH:21]=[CH:20][CH:19]=1. The yield is 0.760.